Dataset: Reaction yield outcomes from USPTO patents with 853,638 reactions. Task: Predict the reaction yield, written as a fraction of the theoretical maximum amount of product (1.0 means a 100% yield; for example, 0.34 means a 34% yield). (1) The reactants are I[CH2:2][C@H:3]1[CH2:8][CH2:7][C@H:6]([C:9]2[N:10]=[N:11][N:12]3[C:17]=2[C:16]2[CH:18]=[CH:19][NH:20][C:15]=2[N:14]=[CH:13]3)[CH2:5][CH2:4]1.[F:21][C:22]([S:25]([O-:27])=[O:26])([F:24])[F:23].[Na+].O. The catalyst is CN(C)C=O. The product is [F:21][C:22]([F:24])([F:23])[S:25]([CH2:2][C@H:3]1[CH2:8][CH2:7][C@H:6]([C:9]2[N:10]=[N:11][N:12]3[C:17]=2[C:16]2[CH:18]=[CH:19][NH:20][C:15]=2[N:14]=[CH:13]3)[CH2:5][CH2:4]1)(=[O:27])=[O:26]. The yield is 0.120. (2) The reactants are [CH:1]([S:3]([CH:6]=[CH2:7])(=[O:5])=[O:4])=[CH2:2].[NH2:8][C:9]1[CH:16]=[CH:15][C:12]([CH2:13][NH2:14])=[CH:11][CH:10]=1.N#N. The catalyst is C1COCC1. The yield is 0.560. The product is [O:4]=[S:3]1(=[O:5])[CH2:6][CH2:7][N:14]([CH2:13][C:12]2[CH:15]=[CH:16][C:9]([NH2:8])=[CH:10][CH:11]=2)[CH2:2][CH2:1]1. (3) The reactants are C([O:3][C:4](=[O:47])[CH2:5][CH2:6][CH2:7][NH:8][C@H:9]([C:41]1[CH:46]=[CH:45][CH:44]=[CH:43][CH:42]=1)[CH2:10][N:11]1[C:16](=[O:17])[C:15]([C:18]2[CH:23]=[CH:22][CH:21]=[C:20]([O:24][CH3:25])[C:19]=2[F:26])=[C:14]([CH3:27])[N:13]([CH2:28][C:29]2[C:34]([C:35]([F:38])([F:37])[F:36])=[CH:33][CH:32]=[CH:31][C:30]=2[F:39])[C:12]1=[O:40])C.[OH-].[Na+:49].O. The catalyst is O. The product is [Na+:49].[F:26][C:19]1[C:20]([O:24][CH3:25])=[CH:21][CH:22]=[CH:23][C:18]=1[C:15]1[C:16](=[O:17])[N:11]([CH2:10][C@H:9]([NH:8][CH2:7][CH2:6][CH2:5][C:4]([O-:47])=[O:3])[C:41]2[CH:42]=[CH:43][CH:44]=[CH:45][CH:46]=2)[C:12](=[O:40])[N:13]([CH2:28][C:29]2[C:34]([C:35]([F:38])([F:36])[F:37])=[CH:33][CH:32]=[CH:31][C:30]=2[F:39])[C:14]=1[CH3:27]. The yield is 0.640. (4) The catalyst is CO. The yield is 0.390. The product is [NH2:21][CH2:15][C:11]1([NH:10][C:6]2[CH:5]=[C:4]3[C:9](=[CH:8][CH:7]=2)[NH:1][N:2]=[CH:3]3)[CH2:14][CH2:13][CH2:12]1. The reactants are [NH:1]1[C:9]2[C:4](=[CH:5][C:6]([NH:10][C:11]3([CH2:15]OS(C)(=O)=O)[CH2:14][CH2:13][CH2:12]3)=[CH:7][CH:8]=2)[CH:3]=[N:2]1.[NH3:21]. (5) The reactants are [CH:1]([C@H:4]1[N:9]([CH2:10][C:11]([F:14])([F:13])[F:12])[C:8]2[CH:15]=[CH:16][C:17]([N+:19]([O-])=O)=[CH:18][C:7]=2[O:6][CH2:5]1)([CH3:3])[CH3:2]. The catalyst is CCOC(C)=O.[Pd]. The product is [NH2:19][C:17]1[CH:16]=[CH:15][C:8]2[N:9]([CH2:10][C:11]([F:14])([F:13])[F:12])[C@H:4]([CH:1]([CH3:3])[CH3:2])[CH2:5][O:6][C:7]=2[CH:18]=1. The yield is 0.900.